From a dataset of Peptide-MHC class II binding affinity with 134,281 pairs from IEDB. Regression. Given a peptide amino acid sequence and an MHC pseudo amino acid sequence, predict their binding affinity value. This is MHC class II binding data. The peptide sequence is QWKTANEAVQDPKFW. The MHC is DRB1_0701 with pseudo-sequence DRB1_0701. The binding affinity (normalized) is 0.365.